This data is from Forward reaction prediction with 1.9M reactions from USPTO patents (1976-2016). The task is: Predict the product of the given reaction. (1) Given the reactants Cl[C:2]1[C:7]([N+:8]([O-])=O)=[CH:6][CH:5]=[CH:4][N:3]=1.Cl.[CH2:12]([O:14][C:15](=[O:18])[CH2:16][NH2:17])[CH3:13].C([O-])([O-])=O.[K+].[K+], predict the reaction product. The product is: [CH2:12]([O:14][C:15](=[O:18])[CH2:16][NH:17][C:2]1[C:7]([NH2:8])=[CH:6][CH:5]=[CH:4][N:3]=1)[CH3:13]. (2) Given the reactants FC(F)(F)C(O)=[O:4].[Cl:8][C:9]1[CH:14]=[CH:13][C:12]([C:15]#[C:16][CH2:17][NH:18]C(=O)OC(C)(C)C)=[C:11]([C:26](=O)[C:27]2[C:32]([O:33][CH3:34])=[CH:31][CH:30]=[CH:29][C:28]=2[F:35])[CH:10]=1.C(N(CC)C(C)C)(C)C.CO[CH:48](OC)[N:49]([CH3:51])[CH3:50], predict the reaction product. The product is: [Cl:8][C:9]1[CH:14]=[CH:13][C:12]2[C:15](=[O:4])[C:16](=[CH:48][N:49]([CH3:50])[CH3:51])[CH2:17][N:18]=[C:26]([C:27]3[C:32]([O:33][CH3:34])=[CH:31][CH:30]=[CH:29][C:28]=3[F:35])[C:11]=2[CH:10]=1.